From a dataset of Full USPTO retrosynthesis dataset with 1.9M reactions from patents (1976-2016). Predict the reactants needed to synthesize the given product. (1) The reactants are: [Cl:1][C:2]1[CH:3]=[C:4]([CH:21]=[CH:22][C:23]=1[Cl:24])[O:5][C:6]1[C:11](=[O:12])[NH:10][C:9]([C:13](=[N:15]O)[NH2:14])=[N:8][C:7]=1[C:17]([F:20])([F:19])[F:18].[C:25](N1C=CN=C1)(N1C=CN=C1)=[S:26].[OH2:37]. Given the product [Cl:1][C:2]1[CH:3]=[C:4]([CH:21]=[CH:22][C:23]=1[Cl:24])[O:5][C:6]1[C:11](=[O:12])[NH:10][C:9]([C:13]2[NH:14][C:25](=[O:37])[S:26][N:15]=2)=[N:8][C:7]=1[C:17]([F:20])([F:19])[F:18], predict the reactants needed to synthesize it. (2) Given the product [Cl:1][C:2]1[CH:7]=[C:6]([NH:8][CH3:12])[C:5]([I:9])=[CH:4][N:3]=1, predict the reactants needed to synthesize it. The reactants are: [Cl:1][C:2]1[CH:7]=[C:6]([NH2:8])[C:5]([I:9])=[CH:4][N:3]=1.C=O.[C:12](O[BH-](OC(=O)C)OC(=O)C)(=O)C.[Na+].CCOC(C)=O. (3) The reactants are: C(N(CC)CC)C.Cl.[NH2:9][CH2:10][C@H:11]([OH:14])[CH2:12][Cl:13].[C:15](OC(=O)C)(=[O:17])[CH3:16]. Given the product [C:15]([NH:9][CH2:10][C@H:11]([OH:14])[CH2:12][Cl:13])(=[O:17])[CH3:16], predict the reactants needed to synthesize it. (4) Given the product [Si:23]([O:30][C@H:31]1[C@H:35]2[O:36][CH2:37][C@@H:38]([O:39][C:9]3[N:8]([CH2:15][O:16][CH2:17][CH2:18][Si:19]([CH3:22])([CH3:21])[CH3:20])[C:5]4[CH:6]=[N:7][C:2]([Cl:1])=[CH:3][C:4]=4[N:10]=3)[C@H:34]2[O:33][CH2:32]1)([C:26]([CH3:29])([CH3:27])[CH3:28])([CH3:25])[CH3:24], predict the reactants needed to synthesize it. The reactants are: [Cl:1][C:2]1[N:7]=[CH:6][C:5]2[N:8]([CH2:15][O:16][CH2:17][CH2:18][Si:19]([CH3:22])([CH3:21])[CH3:20])[C:9](S(C)(=O)=O)=[N:10][C:4]=2[CH:3]=1.[Si:23]([O:30][C@H:31]1[C@H:35]2[O:36][CH2:37][C@@H:38]([OH:39])[C@H:34]2[O:33][CH2:32]1)([C:26]([CH3:29])([CH3:28])[CH3:27])([CH3:25])[CH3:24].N12CCCC=C1CCCCN2.